The task is: Predict the reaction yield, written as a fraction of the theoretical maximum amount of product (1.0 means a 100% yield; for example, 0.34 means a 34% yield).. This data is from Reaction yield outcomes from USPTO patents with 853,638 reactions. (1) The reactants are [CH:1]1([CH:4]2[CH2:9][N:8]3[N:10]=[C:11]([I:18])[C:12]([C:13]([O:15]CC)=[O:14])=[C:7]3[CH2:6][N:5]2[C:19]([O:21][C:22]([CH3:25])([CH3:24])[CH3:23])=[O:20])[CH2:3][CH2:2]1.[OH-].[Na+]. The catalyst is C(O)C.O.C(Cl)Cl. The product is [C:22]([O:21][C:19]([N:5]1[CH:4]([CH:1]2[CH2:2][CH2:3]2)[CH2:9][N:8]2[N:10]=[C:11]([I:18])[C:12]([C:13]([OH:15])=[O:14])=[C:7]2[CH2:6]1)=[O:20])([CH3:25])([CH3:23])[CH3:24]. The yield is 0.940. (2) The reactants are [CH3:1][C:2](=[N:4][OH:5])[CH3:3].CC(C)([O-])C.[K+].[Br:12][C:13]1[CH:20]=[CH:19][C:16]([C:17]#[N:18])=[C:15](F)[CH:14]=1. The catalyst is O1CCCC1.O. The product is [Br:12][C:13]1[CH:20]=[CH:19][C:16]([C:17]#[N:18])=[C:15]([O:5][N:4]=[C:2]([CH3:3])[CH3:1])[CH:14]=1. The yield is 0.940.